Dataset: Reaction yield outcomes from USPTO patents with 853,638 reactions. Task: Predict the reaction yield, written as a fraction of the theoretical maximum amount of product (1.0 means a 100% yield; for example, 0.34 means a 34% yield). (1) The reactants are [CH2:1]([N:3]1[CH2:9][CH2:8][C:7]2[CH:10]=[C:11]([NH2:14])[CH:12]=[CH:13][C:6]=2[CH2:5][CH2:4]1)[CH3:2].Cl[C:16]1[N:21]=[C:20]([NH:22][C@@H:23]2[CH2:28][CH2:27][CH2:26][CH2:25][C@H:24]2[OH:29])[C:19]([Cl:30])=[CH:18][N:17]=1. No catalyst specified. The product is [Cl:30][C:19]1[C:20]([NH:22][C@@H:23]2[CH2:28][CH2:27][CH2:26][CH2:25][C@H:24]2[OH:29])=[N:21][C:16]([NH:14][C:11]2[CH:12]=[CH:13][C:6]3[CH2:5][CH2:4][N:3]([CH2:1][CH3:2])[CH2:9][CH2:8][C:7]=3[CH:10]=2)=[N:17][CH:18]=1. The yield is 0.350. (2) The product is [O:31]=[S:2]1(=[O:1])[CH2:7][CH2:6][CH:5]([C:8]2[S:9][C:10]([C:13]3[CH:14]=[C:15]([NH:20][C:21]4[N:26]=[C:25]([C:27]([F:30])([F:29])[F:28])[CH:24]=[CH:23][N:22]=4)[CH:16]=[C:17]([CH3:19])[CH:18]=3)=[CH:11][N:12]=2)[CH2:4][CH2:3]1. The yield is 0.720. The catalyst is CO.CCO.[Pd]. The reactants are [O:1]=[S:2]1(=[O:31])[CH2:7][CH:6]=[C:5]([C:8]2[S:9][C:10]([C:13]3[CH:14]=[C:15]([NH:20][C:21]4[N:26]=[C:25]([C:27]([F:30])([F:29])[F:28])[CH:24]=[CH:23][N:22]=4)[CH:16]=[C:17]([CH3:19])[CH:18]=3)=[CH:11][N:12]=2)[CH2:4][CH2:3]1. (3) The reactants are [CH2:1]([S:3][C:4]1[N:9]=[C:8]([CH:10]([C:13]([C:15]2[CH:20]=[CH:19][CH:18]=[CH:17][C:16]=2[F:21])=[O:14])[C:11]#[N:12])[CH:7]=[CH:6][C:5]=1[N+:22]([O-])=O)[CH3:2].O.O.Cl[Sn]Cl.[OH-].[Na+]. The catalyst is CCOC(C)=O. The product is [NH2:22][C:5]1[CH:6]=[CH:7][C:8]([CH:10]([C:13]([C:15]2[CH:20]=[CH:19][CH:18]=[CH:17][C:16]=2[F:21])=[O:14])[C:11]#[N:12])=[N:9][C:4]=1[S:3][CH2:1][CH3:2]. The yield is 0.530. (4) The reactants are [S:1]1[C:5]2[CH:6]=[CH:7][CH:8]=[CH:9][C:4]=2[N:3]=[C:2]1[NH:10][C:11]([N:13]1[C:22]2[C:17](=[CH:18][CH:19]=[C:20]([C:23]3[N:28]=[C:27]([C:29]([O:31]C)=[O:30])[C:26]([O:33][CH2:34][CH2:35][O:36][C:37]4[CH:42]=[CH:41][CH:40]=[CH:39][CH:38]=4)=[CH:25][CH:24]=3)[CH:21]=2)[CH2:16][CH2:15][CH2:14]1)=[O:12].[Li+].[OH-].O. The catalyst is CO.C(OCC)C. The product is [S:1]1[C:5]2[CH:6]=[CH:7][CH:8]=[CH:9][C:4]=2[N:3]=[C:2]1[NH:10][C:11]([N:13]1[C:22]2[C:17](=[CH:18][CH:19]=[C:20]([C:23]3[N:28]=[C:27]([C:29]([OH:31])=[O:30])[C:26]([O:33][CH2:34][CH2:35][O:36][C:37]4[CH:38]=[CH:39][CH:40]=[CH:41][CH:42]=4)=[CH:25][CH:24]=3)[CH:21]=2)[CH2:16][CH2:15][CH2:14]1)=[O:12]. The yield is 0.750. (5) The reactants are C(N(CC)CC)C.[Br:8][C:9]1[CH:14]=[CH:13][C:12]([C:15]([N:17]2[CH2:21][CH2:20][CH2:19][C@H:18]2[CH2:22]O)=[O:16])=[CH:11][CH:10]=1.CS(Cl)(=O)=O.C(=O)([O-])O.[Na+].[C:34]([O-:37])(=[S:36])[CH3:35].[K+]. The catalyst is C(Cl)(Cl)Cl.CN(C)C=O. The product is [C:34](=[O:37])([S:36][CH2:22][C@@H:18]1[CH2:19][CH2:20][CH2:21][N:17]1[C:15](=[O:16])[C:12]1[CH:11]=[CH:10][C:9]([Br:8])=[CH:14][CH:13]=1)[CH3:35]. The yield is 0.420. (6) The reactants are [F:1][C:2]([F:19])([F:18])[C:3]1[NH:4][C:5]2[C:10]([CH:11]=1)=[C:9]([C:12]([F:15])([F:14])[F:13])[C:8]([C:16]#[N:17])=[CH:7][CH:6]=2.C([O-])([O-])=O.[Cs+].[Cs+].Cl[CH2:27][C:28]1[N:32]=[C:31]([C:33]2[CH:38]=[CH:37][CH:36]=[C:35]([C:39]([F:42])([F:41])[F:40])[CH:34]=2)[O:30][N:29]=1.CC#N. The catalyst is CCOC(C)=O. The product is [F:19][C:2]([F:1])([F:18])[C:3]1[N:4]([CH2:27][C:28]2[N:32]=[C:31]([C:33]3[CH:38]=[CH:37][CH:36]=[C:35]([C:39]([F:42])([F:40])[F:41])[CH:34]=3)[O:30][N:29]=2)[C:5]2[C:10]([CH:11]=1)=[C:9]([C:12]([F:14])([F:15])[F:13])[C:8]([C:16]#[N:17])=[CH:7][CH:6]=2. The yield is 0.620. (7) The reactants are [Br:1][C:2]1[CH:3]=[CH:4][C:5]([F:9])=[C:6]([NH2:8])[CH:7]=1.[CH3:10][S:11](Cl)(=[O:13])=[O:12].[F-].C([N+](CCCC)(CCCC)CCCC)CCC.C1COCC1.O. The catalyst is C(Cl)Cl.N1C=CC=CC=1.[Cl-].[Na+].O. The yield is 0.390. The product is [Br:1][C:2]1[CH:3]=[CH:4][C:5]([F:9])=[C:6]([NH:8][S:11]([CH3:10])(=[O:13])=[O:12])[CH:7]=1.